Task: Predict the product of the given reaction.. Dataset: Forward reaction prediction with 1.9M reactions from USPTO patents (1976-2016) (1) Given the reactants [CH:1]([C:3]1[C:4]([O:12][CH3:13])=[N:5][C:6]([O:10][CH3:11])=[CH:7][C:8]=1[CH3:9])=[O:2].Br[C:15]1[CH:20]=[CH:19][C:18]([O:21][CH3:22])=[CH:17][CH:16]=1.[Mg].II.[Cl-].[NH4+], predict the reaction product. The product is: [CH3:13][O:12][C:4]1[C:3]([CH:1]([C:15]2[CH:20]=[CH:19][C:18]([O:21][CH3:22])=[CH:17][CH:16]=2)[OH:2])=[C:8]([CH3:9])[CH:7]=[C:6]([O:10][CH3:11])[N:5]=1. (2) Given the reactants Cl.Cl.[NH:3]1[CH2:6][CH:5]([C:7]2[C:8]([O:30][CH3:31])=[C:9]([CH:15]([N:17]3[C:21]4=[N:22][CH:23]=[N:24][C:25]([NH2:26])=[C:20]4[C:19]([CH:27]([F:29])[F:28])=[N:18]3)[CH3:16])[CH:10]=[C:11]([Cl:14])[C:12]=2[CH3:13])[CH2:4]1.[CH3:32][C:33]([CH3:35])=O.C(N(CC)CC)C.C(O[BH-](OC(=O)C)OC(=O)C)(=O)C.[Na+], predict the reaction product. The product is: [Cl:14][C:11]1[C:12]([CH3:13])=[C:7]([CH:5]2[CH2:4][N:3]([CH:33]([CH3:35])[CH3:32])[CH2:6]2)[C:8]([O:30][CH3:31])=[C:9]([CH:15]([N:17]2[C:21]3=[N:22][CH:23]=[N:24][C:25]([NH2:26])=[C:20]3[C:19]([CH:27]([F:28])[F:29])=[N:18]2)[CH3:16])[CH:10]=1. (3) Given the reactants [CH2:1]([CH:3]([CH2:6][CH3:7])[CH:4]=O)[CH3:2].[NH2:8][C:9]1[CH:10]=[C:11](/[CH:15]=[CH:16]/[CH2:17][NH:18][C:19](=[O:24])[C:20]([F:23])([F:22])[F:21])[CH:12]=[CH:13][CH:14]=1, predict the reaction product. The product is: [CH2:1]([CH:3]([CH2:6][CH3:7])[CH2:4][NH:8][C:9]1[CH:10]=[C:11]([CH2:15][CH2:16][CH2:17][NH:18][C:19](=[O:24])[C:20]([F:21])([F:22])[F:23])[CH:12]=[CH:13][CH:14]=1)[CH3:2]. (4) Given the reactants Br[C:2]1[O:6][C:5]([CH3:7])=[C:4]([C:8]([O:10][CH3:11])=[O:9])[CH:3]=1.[F:12][C:13]1[CH:18]=[CH:17][C:16](B(O)O)=[C:15]([CH3:22])[CH:14]=1, predict the reaction product. The product is: [F:12][C:13]1[CH:18]=[CH:17][C:16]([C:2]2[O:6][C:5]([CH3:7])=[C:4]([C:8]([O:10][CH3:11])=[O:9])[CH:3]=2)=[C:15]([CH3:22])[CH:14]=1. (5) Given the reactants [Si]([O:18][C:19]1[CH:64]=[CH:63][C:22]([O:23][CH2:24][C@@H:25]([OH:62])[CH2:26][NH:27][CH2:28][CH2:29][C:30]2[CH:61]=[CH:60][C:33]([NH:34][CH:35]3[CH2:40][CH2:39][N:38]([S:41]([C:44]4[CH:49]=[CH:48][C:47]([NH:50][C:51]([NH:53][CH2:54][CH2:55][CH2:56][CH2:57][CH2:58][CH3:59])=[O:52])=[CH:46][CH:45]=4)(=[O:43])=[O:42])[CH2:37][CH2:36]3)=[CH:32][CH:31]=2)=[CH:21][CH:20]=1)(C(C)(C)C)(C1C=CC=CC=1)C1C=CC=CC=1, predict the reaction product. The product is: [CH2:54]([NH:53][C:51]([NH:50][C:47]1[CH:48]=[CH:49][C:44]([S:41]([N:38]2[CH2:37][CH2:36][CH:35]([NH:34][C:33]3[CH:60]=[CH:61][C:30]([CH2:29][CH2:28][NH:27][CH2:26][C@H:25]([OH:62])[CH2:24][O:23][C:22]4[CH:21]=[CH:20][C:19]([OH:18])=[CH:64][CH:63]=4)=[CH:31][CH:32]=3)[CH2:40][CH2:39]2)(=[O:43])=[O:42])=[CH:45][CH:46]=1)=[O:52])[CH2:55][CH2:56][CH2:57][CH2:58][CH3:59]. (6) Given the reactants [O:1]1[CH:6]=[CH:5][CH2:4][CH2:3][CH:2]1[CH2:7][OH:8].[C:9](OC(=O)C)(=[O:11])[CH3:10].N1C=CC=CC=1.II, predict the reaction product. The product is: [C:9]([O:8][CH2:7][CH:2]1[CH2:3][CH2:4][CH:5]=[CH:6][O:1]1)(=[O:11])[CH3:10].